From a dataset of NCI-60 drug combinations with 297,098 pairs across 59 cell lines. Regression. Given two drug SMILES strings and cell line genomic features, predict the synergy score measuring deviation from expected non-interaction effect. (1) Drug 1: CC12CCC(CC1=CCC3C2CCC4(C3CC=C4C5=CN=CC=C5)C)O. Drug 2: CC1=C2C(C(=O)C3(C(CC4C(C3C(C(C2(C)C)(CC1OC(=O)C(C(C5=CC=CC=C5)NC(=O)OC(C)(C)C)O)O)OC(=O)C6=CC=CC=C6)(CO4)OC(=O)C)OC)C)OC. Cell line: KM12. Synergy scores: CSS=55.7, Synergy_ZIP=2.73, Synergy_Bliss=6.16, Synergy_Loewe=-11.0, Synergy_HSA=7.63. (2) Drug 1: CC12CCC3C(C1CCC2=O)CC(=C)C4=CC(=O)C=CC34C. Drug 2: CCCS(=O)(=O)NC1=C(C(=C(C=C1)F)C(=O)C2=CNC3=C2C=C(C=N3)C4=CC=C(C=C4)Cl)F. Cell line: T-47D. Synergy scores: CSS=27.0, Synergy_ZIP=-4.79, Synergy_Bliss=-0.732, Synergy_Loewe=-3.21, Synergy_HSA=-2.01. (3) Drug 1: CNC(=O)C1=CC=CC=C1SC2=CC3=C(C=C2)C(=NN3)C=CC4=CC=CC=N4. Drug 2: C1CN1P(=S)(N2CC2)N3CC3. Cell line: CAKI-1. Synergy scores: CSS=11.2, Synergy_ZIP=-3.92, Synergy_Bliss=-1.57, Synergy_Loewe=-3.08, Synergy_HSA=-0.952.